Dataset: Retrosynthesis with 50K atom-mapped reactions and 10 reaction types from USPTO. Task: Predict the reactants needed to synthesize the given product. (1) Given the product CCOC(=O)[C@@H](C)CC(Cc1ccc(-c2cccc(Cl)c2)cc1)NC(=O)OC(C)(C)C, predict the reactants needed to synthesize it. The reactants are: CCOC(=O)/C(C)=C/[C@@H](Cc1ccc(-c2cccc(Cl)c2)cc1)NC(=O)OC(C)(C)C. (2) Given the product CC1=C(C(=O)Nc2cc3c(Cl)n[nH]c3cc2F)C(c2ccc(C(F)(F)F)cc2F)CC(=O)N1, predict the reactants needed to synthesize it. The reactants are: CC1=C(C(=O)O)C(c2ccc(C(F)(F)F)cc2F)CC(=O)N1.Nc1cc2c(Cl)n[nH]c2cc1F.